This data is from Full USPTO retrosynthesis dataset with 1.9M reactions from patents (1976-2016). The task is: Predict the reactants needed to synthesize the given product. (1) Given the product [Br:1][C:2]1[CH:7]=[CH:6][C:5]([O:8][CH2:9][C:10]2[CH:19]=[CH:18][C:17]3[C:12](=[CH:13][CH:14]=[CH:15][CH:16]=3)[CH:11]=2)=[CH:4][C:3]=1[N+:21]([O-:24])=[O:22], predict the reactants needed to synthesize it. The reactants are: [Br:1][C:2]1[CH:7]=[CH:6][C:5]([O:8][CH2:9][C:10]2[CH:19]=[CH:18][C:17]3[C:12](=[CH:13][CH:14]=[CH:15][CH:16]=3)[CH:11]=2)=[CH:4][C:3]=1N.[N+:21]([O:24][N+]([O-])=O)([O-])=[O:22].[NH4+].[Cl-].[In]. (2) Given the product [C:30]([CH:29]([C:28]([C:25]1[CH:24]=[CH:23][C:22]([F:21])=[CH:27][CH:26]=1)=[O:32])[C:9]([S:11][C:12]1[CH:13]=[CH:14][C:15]([F:18])=[CH:16][CH:17]=1)=[S:10])#[N:31], predict the reactants needed to synthesize it. The reactants are: FC1C=CC(S[C:9]([S:11][C:12]2[CH:17]=[CH:16][C:15]([F:18])=[CH:14][CH:13]=2)=[S:10])=CC=1.[H-].[Na+].[F:21][C:22]1[CH:27]=[CH:26][C:25]([C:28](=[O:32])[CH2:29][C:30]#[N:31])=[CH:24][CH:23]=1.CN(C=O)C. (3) Given the product [Cl:12][C:10]1[C:9]([CH2:13][C:14]2[CH:19]=[CH:18][C:17]([CH2:20][CH3:21])=[CH:16][CH:15]=2)=[CH:8][C:7]([C@H:22]2[C@H:27]([OH:28])[C@@H:26]([OH:29])[C@H:25]([OH:30])[C@@H:24]([CH2:31][OH:32])[O:23]2)=[C:6]([CH2:5][O:4][CH2:1][CH:2]2[CH2:3][O:41]2)[CH:11]=1, predict the reactants needed to synthesize it. The reactants are: [CH2:1]([O:4][CH2:5][C:6]1[CH:11]=[C:10]([Cl:12])[C:9]([CH2:13][C:14]2[CH:19]=[CH:18][C:17]([CH2:20][CH3:21])=[CH:16][CH:15]=2)=[CH:8][C:7]=1[C@H:22]1[C@H:27]([OH:28])[C@@H:26]([OH:29])[C@H:25]([OH:30])[C@@H:24]([CH2:31][OH:32])[O:23]1)[CH:2]=[CH2:3].C1C=C(Cl)C=C(C(OO)=[O:41])C=1. (4) Given the product [C:12]([C:9]1[CH:10]=[CH:11][CH:6]=[C:7]([C:16]([CH3:19])([CH3:18])[CH3:17])[CH:8]=1)([CH3:15])([CH3:14])[CH3:13], predict the reactants needed to synthesize it. The reactants are: CS(O[C:6]1[CH:11]=[CH:10][C:9]([C:12]([CH3:15])([CH3:14])[CH3:13])=[CH:8][C:7]=1[C:16]([CH3:19])([CH3:18])[CH3:17])(=O)=O.C([O-])=O.[NH4+].C([O-])(=O)C.[Li+].CO. (5) Given the product [C:8]([C:10]1[CH:11]=[C:12]([C:16]2[CH:25]=[C:24]3[C:19]([C:20]([OH:39])=[C:21]([C:28]([NH:30][CH2:31][C:32]([OH:34])=[O:33])=[O:29])[C:22](=[O:27])[N:23]3[CH3:26])=[CH:18][CH:17]=2)[CH:13]=[CH:14][CH:15]=1)#[N:9], predict the reactants needed to synthesize it. The reactants are: FC(F)(F)C(O)=O.[C:8]([C:10]1[CH:11]=[C:12]([C:16]2[CH:25]=[C:24]3[C:19]([C:20]([OH:39])=[C:21]([C:28]([NH:30][CH2:31][C:32]([O:34]C(C)(C)C)=[O:33])=[O:29])[C:22](=[O:27])[N:23]3[CH3:26])=[CH:18][CH:17]=2)[CH:13]=[CH:14][CH:15]=1)#[N:9].O. (6) Given the product [F:38][C:34]1[C:33]([CH3:39])=[C:32]([CH:37]=[CH:36][CH:35]=1)[CH2:31][C:17]1[N:18]([C:25]2[CH:26]=[CH:27][CH:28]=[CH:29][CH:30]=2)[C:19]2=[CH:20][N:21]=[CH:22][CH:23]=[C:24]2[C:16]=1[C:14]([N:11]1[CH2:10][CH2:9][NH:8][CH2:13][CH2:12]1)=[O:15], predict the reactants needed to synthesize it. The reactants are: C(OC([N:8]1[CH2:13][CH2:12][N:11]([C:14]([C:16]2[C:24]3[C:19](=[CH:20][N:21]=[CH:22][CH:23]=3)[N:18]([C:25]3[CH:30]=[CH:29][CH:28]=[CH:27][CH:26]=3)[C:17]=2[CH2:31][C:32]2[CH:37]=[CH:36][CH:35]=[C:34]([F:38])[C:33]=2[CH3:39])=[O:15])[CH2:10][CH2:9]1)=O)(C)(C)C.Cl.Cl.Cl.FC1C(C)=C(C=CC=1)CC1N(C2C=CC=CC=2)C2=CN=CC=C2C=1C(N1CCNCC1)=O.